From a dataset of Full USPTO retrosynthesis dataset with 1.9M reactions from patents (1976-2016). Predict the reactants needed to synthesize the given product. Given the product [CH2:27]([N:29]1[CH:33]=[C:32]([CH2:34][C:35]([OH:37])=[O:36])[C:31]([O:15][CH2:14][CH2:13][CH2:12][C:9]2[CH:10]=[CH:11][C:6]([O:5][CH2:1][CH2:2][CH2:3][CH3:4])=[CH:7][C:8]=2[O:16][C:17]2[CH:22]=[CH:21][C:20]([C:23]([F:26])([F:24])[F:25])=[CH:19][N:18]=2)=[N:30]1)[CH3:28], predict the reactants needed to synthesize it. The reactants are: [CH2:1]([O:5][C:6]1[CH:11]=[CH:10][C:9]([CH2:12][CH2:13][CH2:14][OH:15])=[C:8]([O:16][C:17]2[CH:22]=[CH:21][C:20]([C:23]([F:26])([F:25])[F:24])=[CH:19][N:18]=2)[CH:7]=1)[CH2:2][CH2:3][CH3:4].[CH2:27]([N:29]1[CH:33]=[C:32]([CH2:34][C:35]([O:37]C)=[O:36])[C:31](O)=[N:30]1)[CH3:28].C(P(CCCC)CCCC)CCC.N(C(N1CCCCC1)=O)=NC(N1CCCCC1)=O.O1CCCC1CO.[OH-].[Na+].Cl.